This data is from Full USPTO retrosynthesis dataset with 1.9M reactions from patents (1976-2016). The task is: Predict the reactants needed to synthesize the given product. (1) Given the product [CH3:27][S:28]([NH:31][C:24]([C:22]1[CH:21]=[CH:20][CH:19]=[C:18]([CH2:17][C:6]2[C:5]3[C:9](=[CH:10][C:2]([CH3:1])=[CH:3][CH:4]=3)[NH:8][C:7]=2[C:11]2[CH:12]=[CH:13][CH:14]=[CH:15][CH:16]=2)[N:23]=1)=[O:26])(=[O:30])=[O:29], predict the reactants needed to synthesize it. The reactants are: [CH3:1][C:2]1[CH:10]=[C:9]2[C:5]([C:6]([CH2:17][C:18]3[N:23]=[C:22]([C:24]([OH:26])=O)[CH:21]=[CH:20][CH:19]=3)=[C:7]([C:11]3[CH:16]=[CH:15][CH:14]=[CH:13][CH:12]=3)[NH:8]2)=[CH:4][CH:3]=1.[CH3:27][S:28]([NH2:31])(=[O:30])=[O:29].Cl.C(N=C=NCCCN(C)C)C.Cl. (2) Given the product [CH3:41][C:42]1[CH:49]=[C:48]([CH3:50])[CH:47]=[CH:46][C:43]=1[CH2:9][NH:10][CH2:11][C@H:12]([NH:18][C:19](=[O:39])[CH2:20][C:21]([NH:22][C:23]1[CH:28]=[C:27]([C:29]([F:30])([F:32])[F:31])[CH:26]=[C:25]([C:33](=[O:37])[N:34]([CH3:35])[CH3:36])[CH:24]=1)=[O:38])[C@@H:13]([OH:17])[CH2:14][CH2:15][CH3:16], predict the reactants needed to synthesize it. The reactants are: C(O[C:9](=O)[NH:10][CH2:11][C@H:12]([NH:18][C:19](=[O:39])[CH2:20][C:21](=[O:38])[NH:22][C:23]1[CH:28]=[C:27]([C:29]([F:32])([F:31])[F:30])[CH:26]=[C:25]([C:33](=[O:37])[N:34]([CH3:36])[CH3:35])[CH:24]=1)[C@@H:13]([OH:17])[C:14]#[C:15][CH3:16])C1C=CC=CC=1.[CH3:41][C:42]1[CH:49]=[C:48]([CH3:50])[CH:47]=[CH:46][C:43]=1C=O.C([BH3-])#N.[Na+]. (3) Given the product [CH3:32][C:33]1([CH3:40])[O:37][C@H:36]([CH2:38][O:1][N:2]2[C:3](=[O:12])[C:4]3[C:5](=[CH:8][CH:9]=[CH:10][CH:11]=3)[C:6]2=[O:7])[CH2:35][O:34]1, predict the reactants needed to synthesize it. The reactants are: [OH:1][N:2]1[C:6](=[O:7])[C:5]2=[CH:8][CH:9]=[CH:10][CH:11]=[C:4]2[C:3]1=[O:12].C1(P(C2C=CC=CC=2)C2C=CC=CC=2)C=CC=CC=1.[CH3:32][C:33]1([CH3:40])[O:37][C@H:36]([CH2:38]O)[CH2:35][O:34]1.N(C(OCC)=O)=NC(OCC)=O.